Regression. Given two drug SMILES strings and cell line genomic features, predict the synergy score measuring deviation from expected non-interaction effect. From a dataset of NCI-60 drug combinations with 297,098 pairs across 59 cell lines. (1) Drug 1: CCC1=CC2CC(C3=C(CN(C2)C1)C4=CC=CC=C4N3)(C5=C(C=C6C(=C5)C78CCN9C7C(C=CC9)(C(C(C8N6C)(C(=O)OC)O)OC(=O)C)CC)OC)C(=O)OC.C(C(C(=O)O)O)(C(=O)O)O. Drug 2: CC(C1=C(C=CC(=C1Cl)F)Cl)OC2=C(N=CC(=C2)C3=CN(N=C3)C4CCNCC4)N. Cell line: HCT-15. Synergy scores: CSS=28.7, Synergy_ZIP=3.43, Synergy_Bliss=6.60, Synergy_Loewe=4.71, Synergy_HSA=7.44. (2) Drug 1: COC1=C2C(=CC3=C1OC=C3)C=CC(=O)O2. Drug 2: C(CN)CNCCSP(=O)(O)O. Cell line: TK-10. Synergy scores: CSS=35.8, Synergy_ZIP=15.6, Synergy_Bliss=16.7, Synergy_Loewe=-7.76, Synergy_HSA=14.4. (3) Drug 2: CC(C1=C(C=CC(=C1Cl)F)Cl)OC2=C(N=CC(=C2)C3=CN(N=C3)C4CCNCC4)N. Cell line: SNB-19. Drug 1: CNC(=O)C1=CC=CC=C1SC2=CC3=C(C=C2)C(=NN3)C=CC4=CC=CC=N4. Synergy scores: CSS=8.38, Synergy_ZIP=-0.842, Synergy_Bliss=2.41, Synergy_Loewe=2.00, Synergy_HSA=2.47. (4) Drug 1: CC1=C(C=C(C=C1)C(=O)NC2=CC(=CC(=C2)C(F)(F)F)N3C=C(N=C3)C)NC4=NC=CC(=N4)C5=CN=CC=C5. Drug 2: CC(C)CN1C=NC2=C1C3=CC=CC=C3N=C2N. Cell line: EKVX. Synergy scores: CSS=6.37, Synergy_ZIP=-0.367, Synergy_Bliss=-1.77, Synergy_Loewe=-3.02, Synergy_HSA=-2.86. (5) Drug 1: C1=CC(=CC=C1CCCC(=O)O)N(CCCl)CCCl. Drug 2: C1=CC=C(C=C1)NC(=O)CCCCCCC(=O)NO. Cell line: HT29. Synergy scores: CSS=13.3, Synergy_ZIP=-8.12, Synergy_Bliss=-4.29, Synergy_Loewe=-9.10, Synergy_HSA=-3.69. (6) Drug 1: CNC(=O)C1=CC=CC=C1SC2=CC3=C(C=C2)C(=NN3)C=CC4=CC=CC=N4. Drug 2: CC1=C(C(=CC=C1)Cl)NC(=O)C2=CN=C(S2)NC3=CC(=NC(=N3)C)N4CCN(CC4)CCO. Cell line: SK-MEL-2. Synergy scores: CSS=-3.13, Synergy_ZIP=-0.455, Synergy_Bliss=-4.78, Synergy_Loewe=-6.23, Synergy_HSA=-5.97. (7) Drug 1: C1=CC(=CC=C1CCCC(=O)O)N(CCCl)CCCl. Drug 2: CC1C(C(CC(O1)OC2CC(CC3=C2C(=C4C(=C3O)C(=O)C5=C(C4=O)C(=CC=C5)OC)O)(C(=O)CO)O)N)O.Cl. Cell line: UO-31. Synergy scores: CSS=50.5, Synergy_ZIP=1.38, Synergy_Bliss=6.40, Synergy_Loewe=-18.9, Synergy_HSA=7.11. (8) Drug 1: CC1OCC2C(O1)C(C(C(O2)OC3C4COC(=O)C4C(C5=CC6=C(C=C35)OCO6)C7=CC(=C(C(=C7)OC)O)OC)O)O. Drug 2: N.N.Cl[Pt+2]Cl. Cell line: MALME-3M. Synergy scores: CSS=9.11, Synergy_ZIP=-4.98, Synergy_Bliss=-0.509, Synergy_Loewe=-14.1, Synergy_HSA=-3.45. (9) Drug 1: C1C(C(OC1N2C=C(C(=O)NC2=O)F)CO)O. Drug 2: C1=NC2=C(N=C(N=C2N1C3C(C(C(O3)CO)O)O)F)N. Cell line: EKVX. Synergy scores: CSS=3.55, Synergy_ZIP=-2.16, Synergy_Bliss=-5.09, Synergy_Loewe=-1.87, Synergy_HSA=-5.00.